Dataset: CYP1A2 inhibition data for predicting drug metabolism from PubChem BioAssay. Task: Regression/Classification. Given a drug SMILES string, predict its absorption, distribution, metabolism, or excretion properties. Task type varies by dataset: regression for continuous measurements (e.g., permeability, clearance, half-life) or binary classification for categorical outcomes (e.g., BBB penetration, CYP inhibition). Dataset: cyp1a2_veith. The molecule is COc1ccccc1NS(=O)(=O)c1cccc(C(=O)OCC(=O)Nc2cc(C)on2)c1. The result is 1 (inhibitor).